This data is from Full USPTO retrosynthesis dataset with 1.9M reactions from patents (1976-2016). The task is: Predict the reactants needed to synthesize the given product. (1) Given the product [CH:1]1([CH2:4][O:5][C:6]2[CH:7]=[CH:8][C:9]3[C:13]([CH:14]=2)=[N:12][N:11]([C:15]2[CH:31]=[CH:30][C:18]([OH:19])=[CH:17][CH:16]=2)[C:10]=3[C:32]([F:34])([F:35])[F:33])[CH2:3][CH2:2]1, predict the reactants needed to synthesize it. The reactants are: [CH:1]1([CH2:4][O:5][C:6]2[CH:7]=[CH:8][C:9]3[C:13]([CH:14]=2)=[N:12][N:11]([C:15]2[CH:31]=[CH:30][C:18]([O:19]S(C(F)(F)C(OC)=O)(=O)=O)=[CH:17][CH:16]=2)[C:10]=3[C:32]([F:35])([F:34])[F:33])[CH2:3][CH2:2]1.CO.C[O-].[Na+].[Cl-].[NH4+]. (2) Given the product [F:29][C:26]1[CH:27]=[C:28]2[C:23](=[CH:24][CH:25]=1)[NH:22][C:18]1[C:19]([CH3:21])=[C:20]3[NH:8][C:9]4[CH:10]=[CH:11][C:12]([F:37])=[CH:13][C:14]=4[C:15]3=[CH:16][C:17]2=1, predict the reactants needed to synthesize it. The reactants are: C([N:8]1[C:20]2[C:19]([CH3:21])=[C:18]3[N:22](C(OC(C)(C)C)=O)[C:23]4[CH:24]=[CH:25][C:26]([F:29])=[CH:27][C:28]=4[C:17]3=[CH:16][C:15]=2[C:14]2[C:9]1=[CH:10][CH:11]=[C:12]([F:37])[CH:13]=2)(OC(C)(C)C)=O.FC(F)(F)C(O)=O. (3) Given the product [CH3:6][C:2]1[NH:1][C:10]([CH3:15])=[CH:11][C:12](=[O:13])[C:3]=1[C:4]#[N:5], predict the reactants needed to synthesize it. The reactants are: [NH2:1][C:2]([CH3:6])=[CH:3][C:4]#[N:5].CC1(C)[O:13][C:12](=O)[CH:11]=[C:10]([CH3:15])O1. (4) Given the product [NH2:21][CH:7]1[C:6]2[CH:13]=[C:2]([Cl:1])[CH:3]=[C:4]([CH3:14])[C:5]=2[O:11][CH2:10][CH2:9][CH2:8]1, predict the reactants needed to synthesize it. The reactants are: [Cl:1][C:2]1[CH:3]=[C:4]([CH3:14])[C:5]2[O:11][CH2:10][CH2:9][CH2:8][C:7](=O)[C:6]=2[CH:13]=1.C([O-])(=O)C.[NH4+].C([BH3-])#[N:21].[Na+].Cl. (5) Given the product [OH:17][C@@H:15]([CH3:16])[CH2:14][N:11]1[CH2:10][CH2:9][N:8]([C:5]2[CH:4]=[CH:3][C:2]([NH:1][C:21]3[N:26]=[CH:25][C:24]4=[CH:27][CH:28]=[C:29]([C:30]5[CH:35]=[CH:34][CH:33]=[CH:32][C:31]=5[N:36]([CH3:41])[S:37]([CH3:40])(=[O:39])=[O:38])[N:23]4[N:22]=3)=[CH:7][CH:6]=2)[CH2:13][CH2:12]1, predict the reactants needed to synthesize it. The reactants are: [NH2:1][C:2]1[CH:7]=[CH:6][C:5]([N:8]2[CH2:13][CH2:12][N:11]([CH2:14][C@@H:15]([OH:17])[CH3:16])[CH2:10][CH2:9]2)=[CH:4][CH:3]=1.CS([C:21]1[N:26]=[CH:25][C:24]2=[CH:27][CH:28]=[C:29]([C:30]3[CH:35]=[CH:34][CH:33]=[CH:32][C:31]=3[N:36]([CH3:41])[S:37]([CH3:40])(=[O:39])=[O:38])[N:23]2[N:22]=1)=O.C(N(CC)C(C)C)(C)C.COCC(O)C. (6) Given the product [C:3]([N:24]1[CH2:23][CH2:22][N:21]([C:19]2[CH:18]=[CH:17][C:16]([NH:27][C:28]([C:30]3[NH:31][CH:32]=[C:33]([C:35]#[N:36])[CH:34]=3)=[O:29])=[C:15]([N:12]3[CH2:13][CH2:14][CH:9]([CH3:8])[CH2:10][CH2:11]3)[CH:20]=2)[CH2:26][CH2:25]1)(=[O:4])[CH3:2], predict the reactants needed to synthesize it. The reactants are: F[C:2](F)(F)[C:3](O)=[O:4].[CH3:8][CH:9]1[CH2:14][CH2:13][N:12]([C:15]2[CH:20]=[C:19]([N:21]3[CH2:26][CH2:25][NH:24][CH2:23][CH2:22]3)[CH:18]=[CH:17][C:16]=2[NH:27][C:28]([C:30]2[NH:31][CH:32]=[C:33]([C:35]#[N:36])[CH:34]=2)=[O:29])[CH2:11][CH2:10]1.C(OC(=O)C)(=O)C.CCN(C(C)C)C(C)C.C(=O)(O)[O-].[Na+].